This data is from Full USPTO retrosynthesis dataset with 1.9M reactions from patents (1976-2016). The task is: Predict the reactants needed to synthesize the given product. (1) Given the product [Cl:1][C:2]1[CH:7]=[CH:6][C:5]([C:8]2[O:9][CH2:10][C:11]([CH3:14])([CH3:13])[N:12]=2)=[C:4]([C:24](=[O:36])[CH2:25][CH2:26][N:27]([CH3:35])[C:28](=[O:34])[O:29][C:30]([CH3:31])([CH3:32])[CH3:33])[CH:3]=1, predict the reactants needed to synthesize it. The reactants are: [Cl:1][C:2]1[CH:7]=[CH:6][C:5]([C:8]2[O:9][CH2:10][C:11]([CH3:14])([CH3:13])[N:12]=2)=[C:4](I)[CH:3]=1.C([Li])CCC.CON(C)[C:24](=[O:36])[CH2:25][CH2:26][N:27]([CH3:35])[C:28](=[O:34])[O:29][C:30]([CH3:33])([CH3:32])[CH3:31]. (2) Given the product [I:1][C:2]1[CH:3]=[CH:4][C:5]([C:6]2[O:8][C:11]([CH3:12])=[N:14][N:15]=2)=[CH:9][CH:10]=1, predict the reactants needed to synthesize it. The reactants are: [I:1][C:2]1[CH:10]=[CH:9][C:5]([C:6]([OH:8])=O)=[CH:4][CH:3]=1.[C:11]([NH:14][NH2:15])(=O)[CH3:12].CCOC(C)=O.